From a dataset of Forward reaction prediction with 1.9M reactions from USPTO patents (1976-2016). Predict the product of the given reaction. (1) Given the reactants I[C:2]1([C:7]2[S:8][CH:9]=[CH:10][C:11]=2C2SC=CC=2)[CH2:6][CH:5]=[CH:4][S:3]1.[CH2:17]([O:21][P:22]([C:29]1[CH:30]=[C:31]([C:47]2[S:48][C:49]([Sn](CCCC)(CCCC)CCCC)=[C:50]([P:52]([O:59][CH2:60][CH2:61][CH2:62][CH3:63])([O:54][CH2:55][CH2:56][CH2:57][CH3:58])=[O:53])[CH:51]=2)[S:32][C:33]=1[Sn](CCCC)(CCCC)CCCC)([O:24][CH2:25][CH2:26][CH2:27][CH3:28])=[O:23])[CH2:18][CH2:19][CH3:20].[F-].[K+], predict the reaction product. The product is: [CH2:55]([O:54][P:52]([C:50]1[CH:51]=[C:47]([C:31]2[S:32][C:33]([C:9]3[S:8][C:7]([C:2]4[S:3][C:4]([C:2]5[S:3][CH:4]=[CH:5][CH:6]=5)=[CH:5][CH:6]=4)=[CH:11][CH:10]=3)=[C:29]([P:22]([O:21][CH2:17][CH2:18][CH2:19][CH3:20])([O:24][CH2:25][CH2:26][CH2:27][CH3:28])=[O:23])[CH:30]=2)[S:48][C:49]=1[C:7]1[S:8][C:9]([C:9]2[S:8][C:7]([C:2]3[S:3][CH:4]=[CH:5][CH:6]=3)=[CH:11][CH:10]=2)=[CH:10][CH:11]=1)([O:59][CH2:60][CH2:61][CH2:62][CH3:63])=[O:53])[CH2:56][CH2:57][CH3:58]. (2) Given the reactants [NH:1]1[CH2:5][CH2:4][CH:3]([CH2:6][N:7]2[C:15]3[C:10](=[CH:11][C:12]([C:16]4[CH:17]=[N:18][N:19]([CH:21]5[CH2:26][CH2:25][CH2:24][CH2:23][O:22]5)[CH:20]=4)=[CH:13][CH:14]=3)[CH:9]=[CH:8]2)[CH2:2]1.C(N(CC)CC)C.[C:34](Cl)(=[O:41])[C:35]1[CH:40]=[CH:39][CH:38]=[CH:37][CH:36]=1.CO.ClCCl, predict the reaction product. The product is: [C:35]1([C:34]([N:1]2[CH2:5][CH2:4][CH:3]([CH2:6][N:7]3[C:15]4[C:10](=[CH:11][C:12]([C:16]5[CH:17]=[N:18][N:19]([CH:21]6[CH2:26][CH2:25][CH2:24][CH2:23][O:22]6)[CH:20]=5)=[CH:13][CH:14]=4)[CH:9]=[CH:8]3)[CH2:2]2)=[O:41])[CH:40]=[CH:39][CH:38]=[CH:37][CH:36]=1. (3) Given the reactants [Cl:1][C:2]1[CH:8]=[C:7]([O:9][C:10]2[C:19]3[C:14](=[CH:15][C:16]([O:22][CH3:23])=[C:17]([O:20][CH3:21])[CH:18]=3)[N:13]=[CH:12][N:11]=2)[CH:6]=[CH:5][C:3]=1[NH2:4].C1(C)C=CC=CC=1.C(N(CC)CC)C.Cl[C:39](Cl)([O:41]C(=O)OC(Cl)(Cl)Cl)Cl.[F:50][C:51]1[CH:59]=[CH:58][CH:57]=[CH:56][C:52]=1[CH:53]([OH:55])[CH3:54], predict the reaction product. The product is: [Cl:1][C:2]1[CH:8]=[C:7]([O:9][C:10]2[C:19]3[C:14](=[CH:15][C:16]([O:22][CH3:23])=[C:17]([O:20][CH3:21])[CH:18]=3)[N:13]=[CH:12][N:11]=2)[CH:6]=[CH:5][C:3]=1[NH:4][C:39](=[O:41])[O:55][CH:53]([C:52]1[CH:56]=[CH:57][CH:58]=[CH:59][C:51]=1[F:50])[CH3:54]. (4) Given the reactants [CH3:1][C@@H:2]1[CH2:7][CH2:6][C@H:5]([OH:8])[CH2:4][CH2:3]1.[H-].[Na+].F[C:12]1[CH:17]=[CH:16][C:15]([C:18](=[O:20])[CH3:19])=[CH:14][CH:13]=1, predict the reaction product. The product is: [CH3:1][C@@H:2]1[CH2:7][CH2:6][C@H:5]([O:8][C:12]2[CH:17]=[CH:16][C:15]([C:18](=[O:20])[CH3:19])=[CH:14][CH:13]=2)[CH2:4][CH2:3]1. (5) Given the reactants [Br:1][C:2]1[CH:10]=[CH:9][CH:8]=[CH:7][C:3]=1[C:4]([OH:6])=O.N#N.C(Cl)(=O)C(Cl)=O.[C:19]1([C:25]2NN=[N:27][N:26]=2)[CH:24]=[CH:23][CH:22]=[CH:21][CH:20]=1, predict the reaction product. The product is: [Br:1][C:2]1[CH:10]=[CH:9][CH:8]=[CH:7][C:3]=1[C:4]1[O:6][C:25]([C:19]2[CH:24]=[CH:23][CH:22]=[CH:21][CH:20]=2)=[N:26][N:27]=1. (6) Given the reactants C(=O)([O-])[O-].[K+].[K+].Br[CH2:8][CH2:9][O:10][Si:11]([C:14]([CH3:17])([CH3:16])[CH3:15])([CH3:13])[CH3:12].[CH3:18][O:19][C:20](=[O:45])[N:21]=[C:22]([S:43][CH3:44])[C:23](=[N:34][C:35]1[CH:40]=[CH:39][C:38]([C:41]#[N:42])=[CH:37][CH:36]=1)[C:24]1[CH:29]=[C:28]([O:30][CH3:31])[CH:27]=[C:26]([OH:32])[C:25]=1[F:33].O, predict the reaction product. The product is: [CH3:18][O:19][C:20](=[O:45])[N:21]=[C:22]([S:43][CH3:44])[C:23]([C:24]1[CH:29]=[C:28]([O:30][CH3:31])[CH:27]=[C:26]([O:32][CH2:8][CH2:9][O:10][Si:11]([C:14]([CH3:17])([CH3:16])[CH3:15])([CH3:13])[CH3:12])[C:25]=1[F:33])=[N:34][C:35]1[CH:40]=[CH:39][C:38]([C:41]#[N:42])=[CH:37][CH:36]=1. (7) Given the reactants [Na].[CH:2]([N:4]1[CH2:9][CH2:8][CH2:7][CH2:6][CH:5]1[C:10]([O-])=O)=O.C1(C)C=CC(S(Cl)(=O)=O)=CC=1.[C:24](#[N:27])C=C.[CH2:28](N(CC)CC)C, predict the reaction product. The product is: [C:10]1([C:24]#[N:27])[CH:28]=[CH:2][N:4]2[C:5]=1[CH2:6][CH2:7][CH2:8][CH2:9]2. (8) Given the reactants C(OC([N:8]1[CH2:13][CH2:12][N:11]([C:14]2[C:19]([NH2:20])=[CH:18][N:17]=[CH:16][N:15]=2)[CH2:10][CH2:9]1)=O)(C)(C)C.[Cl:21]C1C=C(Cl)N=C([N+]([O-])=O)N=1, predict the reaction product. The product is: [ClH:21].[ClH:21].[N:11]1([C:14]2[C:19]([NH2:20])=[CH:18][N:17]=[CH:16][N:15]=2)[CH2:10][CH2:9][NH:8][CH2:13][CH2:12]1. (9) Given the reactants C(OC([N:8]1[CH2:13][CH2:12][CH2:11][C@@H:10]([NH:14][C:15]2[N:20]=[C:19]([C:21]3[N:25]4[CH:26]=[C:27]([F:30])[CH:28]=[CH:29][C:24]4=[N:23][CH:22]=3)[N:18]=[C:17]([C:31]([OH:33])=[O:32])[CH:16]=2)[CH2:9]1)=O)(C)(C)C.FC(F)(F)C(O)=O, predict the reaction product. The product is: [F:30][C:27]1[CH:28]=[CH:29][C:24]2[N:25]([C:21]([C:19]3[N:18]=[C:17]([C:31]([OH:33])=[O:32])[CH:16]=[C:15]([NH:14][C@@H:10]4[CH2:11][CH2:12][CH2:13][NH:8][CH2:9]4)[N:20]=3)=[CH:22][N:23]=2)[CH:26]=1. (10) Given the reactants [F:1][C:2]1[C:3]([N+:9]([O-:11])=[O:10])=[C:4](O)[CH:5]=[CH:6][CH:7]=1.[C:12](=O)([O-])[O-:13].[K+].[K+].CI.ClCCl, predict the reaction product. The product is: [F:1][C:2]1[CH:7]=[C:6]([O:13][CH3:12])[CH:5]=[CH:4][C:3]=1[N+:9]([O-:11])=[O:10].